This data is from Catalyst prediction with 721,799 reactions and 888 catalyst types from USPTO. The task is: Predict which catalyst facilitates the given reaction. (1) The catalyst class is: 148. Product: [CH:1]1([C:4]2[O:5][C:6]3[C:7](=[C:9]([C:22]#[N:23])[C:10]([CH3:21])=[C:11]([C:14]4[N:15]=[C:16]([O:19][CH3:20])[S:17][CH:18]=4)[C:12]=3[N:35]3[CH2:36][CH2:37][C@H:33]([N:32]([CH3:38])[CH3:31])[CH2:34]3)[N:8]=2)[CH2:3][CH2:2]1. Reactant: [CH:1]1([C:4]2[O:5][C:6]3[C:7](=[C:9]([C:22]#[N:23])[C:10]([CH3:21])=[C:11]([C:14]4[N:15]=[C:16]([O:19][CH3:20])[S:17][CH:18]=4)[C:12]=3F)[N:8]=2)[CH2:3][CH2:2]1.C(N(CC)CC)C.[CH3:31][N:32]([CH3:38])[C@H:33]1[CH2:37][CH2:36][NH:35][CH2:34]1.C(=O)([O-])O.[Na+]. (2) Reactant: [N+](/[C:4](=[CH:22]/[CH2:23][CH3:24])/[CH2:5]/[CH:6]=[CH:7]\[CH2:8]/[CH:9]=[CH:10]/[CH2:11][CH2:12][CH2:13][CH2:14][CH2:15][CH2:16][CH2:17][C:18]([O:20]C)=[O:19])([O-])=O.O. Product: [C:18]([OH:20])(=[O:19])[CH2:17][CH2:16][CH2:15][CH2:14][CH2:13][CH2:12][CH2:11]/[CH:10]=[CH:9]\[CH2:8]/[CH:7]=[CH:6]\[CH2:5]/[CH:4]=[CH:22]\[CH2:23][CH3:24]. The catalyst class is: 282. (3) Reactant: Cl.[CH3:2][N:3]([CH3:9])[C:4](=[O:8])[CH2:5][NH:6][CH3:7].C(N(CC)CC)C.[CH3:17][C:18]1([CH3:28])[O:22]/[C:21](=[CH:23]\[C:24](Cl)=[O:25])/[C:20](=[O:27])[O:19]1. Product: [CH3:17][C:18]1([CH3:28])[O:22]/[C:21](=[CH:23]\[C:24]([N:6]([CH3:7])[CH2:5][C:4]([N:3]([CH3:9])[CH3:2])=[O:8])=[O:25])/[C:20](=[O:27])[O:19]1. The catalyst class is: 4. (4) Reactant: CI.[F:3][CH:4]([F:35])[C:5]1[CH:6]=[C:7]([N:11]2[C:16]3[CH2:17][CH2:18][C:19](=[O:20])[C:15]=3[CH:14]([C:21]3[CH:28]=[CH:27][C:24]([C:25]#[N:26])=[CH:23][C:22]=3[S:29]([CH2:32][CH3:33])(=[O:31])=[O:30])[NH:13][C:12]2=[O:34])[CH:8]=[CH:9][CH:10]=1.[C:36](=O)([O-])[O-].[Cs+].[Cs+]. Product: [F:35][CH:4]([F:3])[C:5]1[CH:6]=[C:7]([N:11]2[C:16]3[CH2:17][CH2:18][C:19](=[O:20])[C:15]=3[CH:14]([C:21]3[CH:28]=[CH:27][C:24]([C:25]#[N:26])=[CH:23][C:22]=3[S:29]([CH2:32][CH3:33])(=[O:31])=[O:30])[N:13]([CH3:36])[C:12]2=[O:34])[CH:8]=[CH:9][CH:10]=1. The catalyst class is: 3.